From a dataset of Full USPTO retrosynthesis dataset with 1.9M reactions from patents (1976-2016). Predict the reactants needed to synthesize the given product. (1) Given the product [Cl:16][C:13]1[CH:14]=[CH:15][C:10]([C:6]2[S:3][C:2]([NH2:4])=[N:1][C:7]=2[CH3:9])=[CH:11][C:12]=1[S:17]([CH3:20])(=[O:18])=[O:19], predict the reactants needed to synthesize it. The reactants are: [NH2:1][C:2]([NH2:4])=[S:3].Br[CH:6]([C:10]1[CH:15]=[CH:14][C:13]([Cl:16])=[C:12]([S:17]([CH3:20])(=[O:19])=[O:18])[CH:11]=1)[C:7]([CH3:9])=O. (2) Given the product [Br:6][C:15]1[CH:16]=[N:17][C:10]([O:9][CH3:8])=[C:11]([CH:14]=1)[C:12]#[N:13], predict the reactants needed to synthesize it. The reactants are: C([O-])(=O)C.[Na+].[Br:6]Br.[CH3:8][O:9][C:10]1[N:17]=[CH:16][CH:15]=[CH:14][C:11]=1[C:12]#[N:13]. (3) The reactants are: [CH3:1][N:2]1[C:15]2[C:10](=[CH:11][CH:12]=[CH:13][CH:14]=2)[CH:9]([C:16]([OH:18])=O)[C:8]2[CH:7]=[CH:6][CH:5]=[CH:4][C:3]1=2.S(Cl)([Cl:21])=O.C1C(N=NC2C=CC(N)=C(S([O-])(=O)=O)C=2)=CC=C(S([O-])(=O)=O)C=1.[Na+].[Na+]. Given the product [CH3:1][N:2]1[C:15]2[C:10](=[CH:11][CH:12]=[CH:13][CH:14]=2)[CH:9]([C:16]([Cl:21])=[O:18])[C:8]2[CH:7]=[CH:6][CH:5]=[CH:4][C:3]1=2, predict the reactants needed to synthesize it. (4) Given the product [Cl:19][C:20]1[CH:27]=[CH:26][CH:25]=[CH:24][C:21]=1[CH:22]([C:7]1[C:2]([Cl:1])=[N:3][C:4]([S:9][CH3:10])=[N:5][C:6]=1[Cl:8])[OH:23], predict the reactants needed to synthesize it. The reactants are: [Cl:1][C:2]1[CH:7]=[C:6]([Cl:8])[N:5]=[C:4]([S:9][CH3:10])[N:3]=1.[Li+].CC([N-]C(C)C)C.[Cl:19][C:20]1[CH:27]=[CH:26][CH:25]=[CH:24][C:21]=1[CH:22]=[O:23]. (5) The reactants are: [CH2:1]1[O:13][C:12]2[CH:11]=[C:10]3[C:5]([C:6]([C:15]4[CH:20]=[CH:19][C:18]5[O:21][CH2:22]C[O:24][C:17]=5[CH:16]=4)=[N:7][C:8](=[O:14])[NH:9]3)=[CH:4][C:3]=2[O:2]1.CC([O-])(C)C.[K+].Cl.[CH3:32][N:33]([CH3:37])[CH2:34][CH2:35]Cl.[OH-].[Na+]. Given the product [CH2:1]1[O:13][C:12]2[CH:11]=[C:10]3[C:5]([C:6]([C:15]4[CH:20]=[CH:19][C:18]5[O:21][CH2:22][O:24][C:17]=5[CH:16]=4)=[N:7][C:8]([O:14][CH2:35][CH2:34][N:33]([CH3:37])[CH3:32])=[N:9]3)=[CH:4][C:3]=2[O:2]1, predict the reactants needed to synthesize it. (6) Given the product [C:15]1([NH:4][C:1](=[O:3])[CH3:2])[CH:20]=[CH:19][CH:18]=[CH:17][CH:16]=1, predict the reactants needed to synthesize it. The reactants are: [C:1]([NH2:4])(=[O:3])[CH3:2].[O-]P([O-])([O-])=O.[K+].[K+].[K+].CN[C@@H:15]1[CH2:20][CH2:19][CH2:18][CH2:17][C@H:16]1NC.IC1C=CC=CC=1.CCCCCCCCCCCC. (7) Given the product [CH3:2][N:3]([CH2:4][CH2:5][NH:6][S:7]([C:10]1[CH:15]=[C:14]([S:16]([C:19]2[CH:24]=[CH:23][CH:22]=[CH:21][CH:20]=2)(=[O:18])=[O:17])[CH:13]=[CH:12][C:11]=1[C:25]([F:28])([F:26])[F:27])(=[O:9])=[O:8])[C:34]([N:29]1[CH2:33][CH2:32][CH2:31][CH2:30]1)=[O:35], predict the reactants needed to synthesize it. The reactants are: Cl.[CH3:2][NH:3][CH2:4][CH2:5][NH:6][S:7]([C:10]1[CH:15]=[C:14]([S:16]([C:19]2[CH:24]=[CH:23][CH:22]=[CH:21][CH:20]=2)(=[O:18])=[O:17])[CH:13]=[CH:12][C:11]=1[C:25]([F:28])([F:27])[F:26])(=[O:9])=[O:8].[N:29]1([C:34](Cl)=[O:35])[CH2:33][CH2:32][CH2:31][CH2:30]1.C(N(C(C)C)CC)(C)C. (8) Given the product [Cl:1][C:2]1[CH:3]=[C:4]2[C:8](=[CH:9][CH:10]=1)[CH:7]([CH2:11][NH:12][C:17]1[C:18]3[C:25]([CH3:26])=[CH:24][S:23][C:19]=3[N:20]=[CH:21][N:22]=1)[CH2:6][CH2:5]2, predict the reactants needed to synthesize it. The reactants are: [Cl:1][C:2]1[CH:3]=[C:4]2[C:8](=[CH:9][CH:10]=1)[CH:7]([CH2:11][NH2:12])[CH2:6][CH2:5]2.CCO.Br[C:17]1[C:18]2[C:25]([CH3:26])=[CH:24][S:23][C:19]=2[N:20]=[CH:21][N:22]=1. (9) The reactants are: [Li]CCCC.Br[C:7]1[C:8]([Cl:14])=[N:9][CH:10]=[C:11]([Cl:13])[CH:12]=1.[CH3:15][O:16][C:17]1[CH:18]=[C:19]([C:22]([CH:25]=[CH2:26])=[CH:23][N:24]=1)[CH:20]=[O:21]. Given the product [Cl:14][C:8]1[C:7]([CH:20]([C:19]2[C:22]([CH:25]=[CH2:26])=[CH:23][N:24]=[C:17]([O:16][CH3:15])[CH:18]=2)[OH:21])=[CH:12][C:11]([Cl:13])=[CH:10][N:9]=1, predict the reactants needed to synthesize it.